This data is from Full USPTO retrosynthesis dataset with 1.9M reactions from patents (1976-2016). The task is: Predict the reactants needed to synthesize the given product. (1) Given the product [CH2:35]([C:9]1([OH:8])[CH2:10][CH2:11][N:12]([C:15]2[CH:20]=[CH:19][C:18]([N:21]3[CH2:25][C@H:24]([CH2:26][NH:27][C:28](=[O:30])[CH3:29])[O:23][C:22]3=[O:31])=[CH:17][C:16]=2[F:32])[CH2:13][CH2:14]1)[C:2]#[CH:3], predict the reactants needed to synthesize it. The reactants are: [Li][C:2]#[C:3][Si](C)(C)C.[O:8]=[C:9]1[CH2:14][CH2:13][N:12]([C:15]2[CH:20]=[CH:19][C:18]([N:21]3[CH2:25][C@H:24]([CH2:26][NH:27][C:28](=[O:30])[CH3:29])[O:23][C:22]3=[O:31])=[CH:17][C:16]=2[F:32])[CH2:11][CH2:10]1.[Cl-].[NH4+].[C:35](=O)([O-])[O-].[K+].[K+]. (2) Given the product [Cl:40][C:41]1[CH:46]=[CH:45][C:44]([C@@H:47]2[C:54]3[C:53]([CH3:55])=[N:52][N:51]([CH2:56][CH3:57])[C:50]=3[C:49](=[O:58])[N:48]2[C:59]2[CH:60]=[C:61]([CH3:69])[C:62]3[N:63]([C:65]([CH3:68])=[N:66][N:67]=3)[CH:64]=2)=[C:43]([F:70])[CH:42]=1, predict the reactants needed to synthesize it. The reactants are: ClC1C=CC(C2C3C(C)=NN(C4CN(C(OC(C)(C)C)=O)C4)C=3C(=O)N2C2C=C(C)C3N(C(C)=NN=3)C=2)=CC=1.[Cl:40][C:41]1[CH:46]=[CH:45][C:44]([CH:47]2[C:54]3[C:53]([CH3:55])=[N:52][N:51]([CH2:56][CH3:57])[C:50]=3[C:49](=[O:58])[N:48]2[C:59]2[CH:60]=[C:61]([CH3:69])[C:62]3[N:63]([C:65]([CH3:68])=[N:66][N:67]=3)[CH:64]=2)=[C:43]([F:70])[CH:42]=1.